Dataset: Catalyst prediction with 721,799 reactions and 888 catalyst types from USPTO. Task: Predict which catalyst facilitates the given reaction. (1) Reactant: [CH3:1][C@@H:2]([NH:13][CH2:14][CH2:15][CH2:16][C:17]1[CH:18]=[CH:19][CH:20]=[C:21]([C:23]([F:26])([F:25])[F:24])[CH:22]=1)[C:3]1[CH:4]=[CH:5][CH:6]=[C:7]2[CH:12]=[CH:11][CH:10]=[CH:9][C:8]=12.[ClH:27]. Product: [CH3:1][C@@H:2]([NH:13][CH2:14][CH2:15][CH2:16][C:17]1[CH:18]=[CH:19][CH:20]=[C:21]([C:23]([F:24])([F:25])[F:26])[CH:22]=1)[C:3]1[CH:4]=[CH:5][CH:6]=[C:7]2[CH:12]=[CH:11][CH:10]=[CH:9][C:8]=12.[ClH:27]. The catalyst class is: 10. (2) Reactant: [CH3:1][O:2][C:3]1[CH:8]=[CH:7][C:6]([S:9][CH2:10][CH2:11][NH:12][CH:13]=[O:14])=[CH:5][CH:4]=1.C=O.[C:17]1(C)C=CC(S(O)(=O)=O)=CC=1. Product: [CH3:1][O:2][C:3]1[CH:8]=[CH:7][C:6]2[S:9][CH2:10][CH2:11][N:12]([CH:13]=[O:14])[CH2:17][C:5]=2[CH:4]=1. The catalyst class is: 48. (3) Reactant: [CH2:1]([O:3][C:4]1[C:8]([CH2:9][CH2:10][CH2:11][OH:12])=[CH:7][N:6]([C:13]2[CH:18]=[CH:17][C:16]([C:19]([F:22])([F:21])[F:20])=[CH:15][N:14]=2)[N:5]=1)[CH3:2].O[C:24]1[CH:25]=[C:26]([C:30]([CH3:36])([CH3:35])[C:31]([O:33]C)=[O:32])[CH:27]=[CH:28][CH:29]=1.C(P(CCCC)CCCC)CCC.N(C(N1CCCCC1)=O)=NC(N1CCCCC1)=O. Product: [CH2:1]([O:3][C:4]1[C:8]([CH2:9][CH2:10][CH2:11][O:12][C:28]2[CH:27]=[C:26]([C:30]([CH3:36])([CH3:35])[C:31]([OH:33])=[O:32])[CH:25]=[CH:24][CH:29]=2)=[CH:7][N:6]([C:13]2[CH:18]=[CH:17][C:16]([C:19]([F:21])([F:20])[F:22])=[CH:15][N:14]=2)[N:5]=1)[CH3:2]. The catalyst class is: 7. (4) Reactant: [H-].[Na+].[Cl:3][C:4]1[CH:5]=[C:6]([NH:10][S:11](/[CH:14]=[CH:15]/[C:16]2[CH:21]=[CH:20][CH:19]=[C:18]([Cl:22])[CH:17]=2)(=[O:13])=[O:12])[CH:7]=[CH:8][CH:9]=1.[Cl:23][C:24]1[CH:25]=[C:26]([CH:29]=[CH:30][CH:31]=1)[CH2:27]Br.O. Product: [Cl:23][C:24]1[CH:25]=[C:26]([CH:29]=[CH:30][CH:31]=1)[CH2:27][N:10]([C:6]1[CH:7]=[CH:8][CH:9]=[C:4]([Cl:3])[CH:5]=1)[S:11](/[CH:14]=[CH:15]/[C:16]1[CH:21]=[CH:20][CH:19]=[C:18]([Cl:22])[CH:17]=1)(=[O:13])=[O:12]. The catalyst class is: 1. (5) Reactant: C1(C)C=CC(S(O[CH2:11][CH2:12][N:13]2[CH2:17][CH2:16][O:15][C:14]2=[O:18])(=O)=O)=CC=1.[CH3:20][C:21]1[CH:27]=[CH:26][C:25]([O:28][CH3:29])=[CH:24][C:22]=1[NH2:23].C(=O)([O-])[O-].[K+].[K+]. Product: [CH3:29][O:28][C:25]1[CH:26]=[CH:27][C:21]([CH3:20])=[C:22]([NH:23][CH2:11][CH2:12][N:13]2[CH2:17][CH2:16][O:15][C:14]2=[O:18])[CH:24]=1. The catalyst class is: 9. (6) Reactant: [F:1][CH:2]([F:22])[CH:3]([C:5]1[CH:6]=[C:7]([C:19](O)=[O:20])[CH:8]=[C:9]([C:11]2[CH:16]=[CH:15][C:14]([F:17])=[CH:13][C:12]=2[F:18])[CH:10]=1)[OH:4].[CH3:23][C:24]1[N:28]=[C:27]([C@H:29]([NH2:31])[CH3:30])[O:26][N:25]=1.C(Cl)CCl.C1C=NC2N(O)N=NC=2C=1.C(N(CC)CC)C.C(=O)(O)[O-].[Na+]. Product: [F:1][CH:2]([F:22])[CH:3]([C:5]1[CH:6]=[C:7]([C:19]([NH:31][C@@H:29]([C:27]2[O:26][N:25]=[C:24]([CH3:23])[N:28]=2)[CH3:30])=[O:20])[CH:8]=[C:9]([C:11]2[CH:16]=[CH:15][C:14]([F:17])=[CH:13][C:12]=2[F:18])[CH:10]=1)[OH:4]. The catalyst class is: 9. (7) Reactant: B(Br)(Br)Br.[CH2:5]([N:12]([CH2:28][C:29]1[CH:34]=[CH:33][C:32]([C:35]2[CH:40]=[CH:39][C:38]([O:41]C)=[C:37]([Br:43])[CH:36]=2)=[CH:31][CH:30]=1)[C:13]([C:15]1[C:19]2[CH:20]=[CH:21][CH:22]=[CH:23][C:18]=2[O:17][C:16]=1[CH2:24][CH2:25][CH2:26][CH3:27])=[O:14])[C:6]1[CH:11]=[CH:10][CH:9]=[CH:8][CH:7]=1.C(=O)=O.CC(C)=O.O. Product: [CH2:5]([N:12]([CH2:28][C:29]1[CH:30]=[CH:31][C:32]([C:35]2[CH:40]=[CH:39][C:38]([OH:41])=[C:37]([Br:43])[CH:36]=2)=[CH:33][CH:34]=1)[C:13]([C:15]1[C:19]2[CH:20]=[CH:21][CH:22]=[CH:23][C:18]=2[O:17][C:16]=1[CH2:24][CH2:25][CH2:26][CH3:27])=[O:14])[C:6]1[CH:11]=[CH:10][CH:9]=[CH:8][CH:7]=1. The catalyst class is: 2. (8) Reactant: [C:1]1([C@H:11]([N:13]([CH2:21][CH:22]2[CH:26]([C:27]3[CH:32]=[CH:31][CH:30]=[CH:29][CH:28]=3)[CH2:25][NH:24][CH2:23]2)[C:14](=[O:20])[O:15][C:16]([CH3:19])([CH3:18])[CH3:17])[CH3:12])[C:10]2[C:5](=[CH:6][CH:7]=[CH:8][CH:9]=2)[CH:4]=[CH:3][CH:2]=1.ClCCl.[C:36]1([N:42]=[C:43]=[O:44])[CH:41]=[CH:40][CH:39]=[CH:38][CH:37]=1. Product: [NH:42]([C:43]([N:24]1[CH2:25][CH:26]([C:27]2[CH:28]=[CH:29][CH:30]=[CH:31][CH:32]=2)[CH:22]([CH2:21][N:13]([C@@H:11]([C:1]2[C:10]3[C:5](=[CH:6][CH:7]=[CH:8][CH:9]=3)[CH:4]=[CH:3][CH:2]=2)[CH3:12])[C:14](=[O:20])[O:15][C:16]([CH3:18])([CH3:19])[CH3:17])[CH2:23]1)=[O:44])[C:36]1[CH:41]=[CH:40][CH:39]=[CH:38][CH:37]=1. The catalyst class is: 13. (9) Reactant: Cl[C:2]([O:4][CH2:5][Cl:6])=[O:3].[CH3:7][O:8][CH2:9][CH2:10][O:11][CH2:12][CH2:13][O:14][CH2:15][CH2:16][O:17][CH2:18][CH2:19][O:20][CH2:21][CH2:22][O:23][CH2:24][CH2:25][OH:26].N1C=CC=CC=1. Product: [C:2](=[O:3])([O:26][CH2:25][CH2:24][O:23][CH2:22][CH2:21][O:20][CH2:19][CH2:18][O:17][CH2:16][CH2:15][O:14][CH2:13][CH2:12][O:11][CH2:10][CH2:9][O:8][CH3:7])[O:4][CH2:5][Cl:6]. The catalyst class is: 2.